From a dataset of Forward reaction prediction with 1.9M reactions from USPTO patents (1976-2016). Predict the product of the given reaction. (1) Given the reactants [H-].[Na+].[CH3:3][C:4]1([OH:11])[CH2:9][CH2:8][CH:7]([OH:10])[CH2:6][CH2:5]1.[Cl:12][C:13]1[N:14]=[C:15](Cl)[C:16]2[C:21]([I:22])=[CH:20][N:19]([CH2:23][O:24][CH2:25][CH2:26][Si:27]([CH3:30])([CH3:29])[CH3:28])[C:17]=2[N:18]=1, predict the reaction product. The product is: [Cl:12][C:13]1[N:14]=[C:15]([O:10][CH:7]2[CH2:8][CH2:9][C:4]([CH3:3])([OH:11])[CH2:5][CH2:6]2)[C:16]2[C:21]([I:22])=[CH:20][N:19]([CH2:23][O:24][CH2:25][CH2:26][Si:27]([CH3:30])([CH3:29])[CH3:28])[C:17]=2[N:18]=1. (2) Given the reactants [H-].[Al+3].[Li+].[H-].[H-].[H-].[F:7][C:8]1([F:19])[CH2:13][CH2:12][CH:11]([C:14](OCC)=[O:15])[CH2:10][CH2:9]1, predict the reaction product. The product is: [F:7][C:8]1([F:19])[CH2:13][CH2:12][CH:11]([CH2:14][OH:15])[CH2:10][CH2:9]1. (3) Given the reactants [OH:1][C:2]1[CH:3]=[C:4]([C:14]2[N:15](C(OC(C)(C)C)=O)[C:16]([C:19]3[S:20][CH:21]=[CH:22][N:23]=3)=[CH:17][CH:18]=2)[CH:5]=[C:6]([O:8][C@@H:9]([CH3:13])[CH2:10][O:11][CH3:12])[CH:7]=1.Cl[C:32]1[N:33]=[CH:34][C:35]([C:38]([O:40][CH3:41])=[O:39])=[N:36][CH:37]=1.C(=O)([O-])[O-].[K+].[K+].O, predict the reaction product. The product is: [CH3:12][O:11][CH2:10][C@H:9]([CH3:13])[O:8][C:6]1[CH:7]=[C:2]([CH:3]=[C:4]([C:14]2[NH:15][C:16]([C:19]3[S:20][CH:21]=[CH:22][N:23]=3)=[CH:17][CH:18]=2)[CH:5]=1)[O:1][C:32]1[N:33]=[CH:34][C:35]([C:38]([O:40][CH3:41])=[O:39])=[N:36][CH:37]=1. (4) The product is: [OH:2][C:3]1[CH:8]=[CH:7][CH:6]=[CH:5][C:4]=1[C:9]1[N:10]([CH2:21][CH2:22][C:23]2[CH:24]=[CH:25][CH:26]=[CH:27][CH:28]=2)[C:11](=[O:20])[C:12]2[CH2:19][CH2:18][O:17][CH2:16][CH2:15][C:13]=2[N:14]=1. Given the reactants C[O:2][C:3]1[CH:8]=[CH:7][CH:6]=[CH:5][C:4]=1[C:9]1[N:10]([CH2:21][CH2:22][C:23]2[CH:28]=[CH:27][CH:26]=[CH:25][CH:24]=2)[C:11](=[O:20])[C:12]2[CH2:19][CH2:18][O:17][CH2:16][CH2:15][C:13]=2[N:14]=1.Cl.N1C=CC=CC=1, predict the reaction product. (5) Given the reactants Cl.FC1C=C(C=CC=1)CN1C=C(C2C3C(=NC=C(C4C=CC(C5CCNCC5)=CC=4)C=3)N(S(C3C=CC(C)=CC=3)(=O)=O)C=2)C=N1.[CH2:46]([N:54]1[CH:58]=[C:57]([C:59]2[C:67]3[C:62](=[N:63][CH:64]=[C:65]([C:68]4[CH:69]=[C:70]([NH:74][CH:75]5[CH2:80][CH2:79][N:78]([C:81]([O:83][C:84]([CH3:87])([CH3:86])[CH3:85])=[O:82])[CH2:77][CH2:76]5)[CH:71]=[CH:72][CH:73]=4)[CH:66]=3)[N:61](S(C3C=CC(C)=CC=3)(=O)=O)[CH:60]=2)[CH:56]=[N:55]1)[CH2:47][C:48]1[CH:53]=[CH:52][CH:51]=[CH:50][CH:49]=1.[OH-].[Li+], predict the reaction product. The product is: [CH2:46]([N:54]1[CH:58]=[C:57]([C:59]2[C:67]3[C:62](=[N:63][CH:64]=[C:65]([C:68]4[CH:69]=[C:70]([NH:74][CH:75]5[CH2:80][CH2:79][N:78]([C:81]([O:83][C:84]([CH3:87])([CH3:86])[CH3:85])=[O:82])[CH2:77][CH2:76]5)[CH:71]=[CH:72][CH:73]=4)[CH:66]=3)[NH:61][CH:60]=2)[CH:56]=[N:55]1)[CH2:47][C:48]1[CH:49]=[CH:50][CH:51]=[CH:52][CH:53]=1.